This data is from Peptide-MHC class II binding affinity with 134,281 pairs from IEDB. The task is: Regression. Given a peptide amino acid sequence and an MHC pseudo amino acid sequence, predict their binding affinity value. This is MHC class II binding data. The MHC is HLA-DPA10103-DPB10401 with pseudo-sequence HLA-DPA10103-DPB10401. The binding affinity (normalized) is 0.310. The peptide sequence is CPKYVKQNTLKLATG.